Dataset: Forward reaction prediction with 1.9M reactions from USPTO patents (1976-2016). Task: Predict the product of the given reaction. Given the reactants [NH:1]([CH:8]1[CH2:13][CH2:12][N:11]([CH2:14][CH2:15][C:16]2[CH:21]=[CH:20][CH:19]=[CH:18][CH:17]=2)[CH2:10][CH2:9]1)[C:2]1[CH:7]=[CH:6][CH:5]=[CH:4][CH:3]=1.[C:22](Cl)(=[O:25])[CH2:23][CH3:24], predict the reaction product. The product is: [CH3:24][CH2:23][C:22]([N:1]([CH:8]1[CH2:9][CH2:10][N:11]([CH2:14][CH2:15][C:16]2[CH:17]=[CH:18][CH:19]=[CH:20][CH:21]=2)[CH2:12][CH2:13]1)[C:2]1[CH:3]=[CH:4][CH:5]=[CH:6][CH:7]=1)=[O:25].